Dataset: Forward reaction prediction with 1.9M reactions from USPTO patents (1976-2016). Task: Predict the product of the given reaction. (1) Given the reactants [O:1]1[C:5]2[CH:6]=[CH:7][C:8]([C:10]3[N:11]=[N:12][N:13]([CH2:15][C:16]([O:18]C)=[O:17])[N:14]=3)=[CH:9][C:4]=2[O:3][CH2:2]1.ClCCl.[OH-].[Na+].S([O-])([O-])(=O)=O.[Mg+2], predict the reaction product. The product is: [O:1]1[C:5]2[CH:6]=[CH:7][C:8]([C:10]3[N:11]=[N:12][N:13]([CH2:15][C:16]([OH:18])=[O:17])[N:14]=3)=[CH:9][C:4]=2[O:3][CH2:2]1. (2) Given the reactants Cl[C:2]1[C:11]2=[N:12][N:13](CC3C=CC(OC)=CC=3)[CH:14]=[C:10]2[C:9]2[CH:8]=[CH:7][CH:6]=[CH:5][C:4]=2[N:3]=1.[NH:24]1[C:32]2[C:27](=[CH:28][C:29]([NH2:33])=[CH:30][CH:31]=2)[CH:26]=[N:25]1.Cl, predict the reaction product. The product is: [NH:24]1[C:32]2[C:27](=[CH:28][C:29]([NH:33][C:2]3[C:11]4=[N:12][NH:13][CH:14]=[C:10]4[C:9]4[CH:8]=[CH:7][CH:6]=[CH:5][C:4]=4[N:3]=3)=[CH:30][CH:31]=2)[CH:26]=[N:25]1.